Task: Predict which catalyst facilitates the given reaction.. Dataset: Catalyst prediction with 721,799 reactions and 888 catalyst types from USPTO Reactant: [NH2:1][C:2]1[CH:10]=[N:9][CH:8]=[CH:7][C:3]=1[C:4]([OH:6])=[O:5].S(=O)(=O)(O)O.[CH2:16](O)[CH3:17]. Product: [NH2:1][C:2]1[CH:10]=[N:9][CH:8]=[CH:7][C:3]=1[C:4]([O:6][CH2:16][CH3:17])=[O:5]. The catalyst class is: 11.